This data is from Catalyst prediction with 721,799 reactions and 888 catalyst types from USPTO. The task is: Predict which catalyst facilitates the given reaction. (1) Reactant: Br[C:2]1[CH2:6][CH2:5][CH2:4][C:3]=1[N:7]1[C:15]2[CH:14]=[CH:13][C:12]([CH3:16])=[CH:11][C:10]=2[C:9]2[CH2:17][N:18]([CH3:21])[CH2:19][CH2:20][C:8]1=2.[F:22][C:23]1[CH:28]=[CH:27][C:26](B(O)O)=[CH:25][CH:24]=1.C(=O)([O-])[O-].[K+].[K+].O. Product: [F:22][C:23]1[CH:28]=[CH:27][C:26]([C:2]2[CH2:6][CH2:5][CH2:4][C:3]=2[N:7]2[C:15]3[CH:14]=[CH:13][C:12]([CH3:16])=[CH:11][C:10]=3[C:9]3[CH2:17][N:18]([CH3:21])[CH2:19][CH2:20][C:8]2=3)=[CH:25][CH:24]=1. The catalyst class is: 104. (2) Reactant: [F:1][C:2]1[CH:3]=[C:4]2[C:16](=[CH:17][CH:18]=1)[NH:15][C:14]1[CH2:13][CH2:12][C:7]3(OCC[O:8]3)[CH2:6][C:5]2=1.O. Product: [F:1][C:2]1[CH:3]=[C:4]2[C:16](=[CH:17][CH:18]=1)[NH:15][C:14]1[CH2:13][CH2:12][C:7](=[O:8])[CH2:6][C:5]2=1. The catalyst class is: 106.